Dataset: Forward reaction prediction with 1.9M reactions from USPTO patents (1976-2016). Task: Predict the product of the given reaction. (1) Given the reactants [CH2:1]=[CH:2][C:3]1[CH:8]=[CH:7][CH:6]=[CH:5][CH:4]=1.[C:9]([O:14][CH3:15])(=[O:13])[C:10]([CH3:12])=[CH2:11].C(OC1C=CC=CC=1)(=O)C(C)=C, predict the reaction product. The product is: [CH3:12][C:10]([C:9]([O:14][CH3:15])=[O:13])=[CH2:11].[CH2:1]=[CH:2][C:3]1[CH:8]=[CH:7][CH:6]=[CH:5][CH:4]=1. (2) Given the reactants [CH2:1]([O:4][CH3:5])[C:2]#[CH:3].[CH2:6]([Li])CCC.CCCCCC.[CH3:17][N:18]([CH3:32])[C:19]1([C:26]2[CH:31]=[CH:30][CH:29]=[CH:28][CH:27]=2)[CH2:24][CH2:23][C:22](=[O:25])[CH2:21][CH2:20]1.[Br-].[Li+].CI, predict the reaction product. The product is: [CH3:6][O:25][C:22]1([C:3]#[C:2][CH2:1][O:4][CH3:5])[CH2:23][CH2:24][C:19]([N:18]([CH3:32])[CH3:17])([C:26]2[CH:27]=[CH:28][CH:29]=[CH:30][CH:31]=2)[CH2:20][CH2:21]1. (3) Given the reactants Br[C:2]1[CH:3]=[CH:4][C:5]2[C:6]3[N:15]([NH:16][CH:17]([CH3:19])[CH3:18])[C:14]([CH2:20][CH2:21][CH3:22])=[N:13][C:7]=3[C:8]([NH2:12])=[N:9][C:10]=2[CH:11]=1.B1([C:29]2[CH:34]=[CH:33][CH:32]=[N:31][CH:30]=2)OCCCO1.C(=O)([O-])[O-].[Na+].[Na+].O, predict the reaction product. The product is: [CH:17]([NH:16][N:15]1[C:6]2[C:5]3[CH:4]=[CH:3][C:2]([C:29]4[CH:30]=[N:31][CH:32]=[CH:33][CH:34]=4)=[CH:11][C:10]=3[N:9]=[C:8]([NH2:12])[C:7]=2[N:13]=[C:14]1[CH2:20][CH2:21][CH3:22])([CH3:19])[CH3:18]. (4) Given the reactants [C:1]([O:5][C:6](=[O:33])[NH:7][C@@H:8]([CH2:22][CH:23]1C(=O)OC(C)(C)O[C:24]1=[O:32])[CH2:9][C:10]1[CH:15]=[CH:14][C:13]([C:16]2[CH:21]=[CH:20][CH:19]=[CH:18][CH:17]=2)=[CH:12][CH:11]=1)([CH3:4])([CH3:3])[CH3:2], predict the reaction product. The product is: [C:1]([O:5][C:6]([N:7]1[C:24](=[O:32])[CH2:23][CH2:22][C@H:8]1[CH2:9][C:10]1[CH:11]=[CH:12][C:13]([C:16]2[CH:17]=[CH:18][CH:19]=[CH:20][CH:21]=2)=[CH:14][CH:15]=1)=[O:33])([CH3:3])([CH3:4])[CH3:2]. (5) Given the reactants N.CO.[Br:4][C:5]1[CH:6]=[C:7]2[C:11](=[C:12]([C:14](O)=[O:15])[CH:13]=1)[NH:10][CH:9]=[C:8]2[CH2:17][CH:18]1[CH2:23][CH2:22][CH2:21][S:20](=[O:25])(=[O:24])[CH2:19]1.C[N:27](C(ON1N=NC2C=CC=CC1=2)=[N+](C)C)C.[B-](F)(F)(F)F, predict the reaction product. The product is: [Br:4][C:5]1[CH:6]=[C:7]2[C:11](=[C:12]([C:14]([NH2:27])=[O:15])[CH:13]=1)[NH:10][CH:9]=[C:8]2[CH2:17][CH:18]1[CH2:23][CH2:22][CH2:21][S:20](=[O:25])(=[O:24])[CH2:19]1. (6) Given the reactants [Si](I)(C)(C)C.[CH3:6][O:7][C:8](=[O:46])[CH:9]([NH:38]C(OC(C)(C)C)=O)[CH2:10][S:11][CH2:12][C:13]1[CH:18]=[CH:17][C:16]([C:19]2[CH:24]=[CH:23][C:22]([C:25]3[C:30]4[O:31][C:32]5[CH:37]=[CH:36][CH:35]=[CH:34][C:33]=5[C:29]=4[CH:28]=[CH:27][CH:26]=3)=[CH:21][CH:20]=2)=[CH:15][CH:14]=1.C(Cl)Cl.C(=O)(O)[O-].[Na+], predict the reaction product. The product is: [CH3:6][O:7][C:8](=[O:46])[CH:9]([NH2:38])[CH2:10][S:11][CH2:12][C:13]1[CH:18]=[CH:17][C:16]([C:19]2[CH:20]=[CH:21][C:22]([C:25]3[C:30]4[O:31][C:32]5[CH:37]=[CH:36][CH:35]=[CH:34][C:33]=5[C:29]=4[CH:28]=[CH:27][CH:26]=3)=[CH:23][CH:24]=2)=[CH:15][CH:14]=1.